Dataset: Forward reaction prediction with 1.9M reactions from USPTO patents (1976-2016). Task: Predict the product of the given reaction. (1) Given the reactants [F:1][C:2]([F:7])([F:6])[C:3]([OH:5])=[O:4].[F:8][C:9]([F:14])([F:13])[C:10]([OH:12])=[O:11].[F:15][C:16]([F:21])([F:20])[C:17]([OH:19])=[O:18].[CH3:22][C:23]1[CH:32]=[C:31]([CH2:33][O:34][C:35]2[CH:40]=[CH:39][C:38]([C:41]3([N:50]4[CH2:55][CH2:54][NH:53][CH2:52][CH2:51]4)[C:46](=[O:47])[NH:45][C:44](=[O:48])[NH:43][C:42]3=[O:49])=[CH:37][CH:36]=2)[C:30]2[C:25](=[CH:26][CH:27]=[CH:28][CH:29]=2)[N:24]=1.[CH:56](=O)[CH2:57][CH2:58][CH2:59][CH2:60][CH3:61], predict the reaction product. The product is: [F:1][C:2]([F:7])([F:6])[C:3]([OH:5])=[O:4].[F:8][C:9]([F:14])([F:13])[C:10]([OH:12])=[O:11].[F:15][C:16]([F:21])([F:20])[C:17]([OH:19])=[O:18].[CH2:56]([N:53]1[CH2:54][CH2:55][N:50]([C:41]2([C:38]3[CH:37]=[CH:36][C:35]([O:34][CH2:33][C:31]4[C:30]5[C:25](=[CH:26][CH:27]=[CH:28][CH:29]=5)[N:24]=[C:23]([CH3:22])[CH:32]=4)=[CH:40][CH:39]=3)[C:46](=[O:47])[NH:45][C:44](=[O:48])[NH:43][C:42]2=[O:49])[CH2:51][CH2:52]1)[CH2:57][CH2:58][CH2:59][CH2:60][CH3:61]. (2) Given the reactants C([O:5][C:6](=[N:34][NH:35][C:36]([NH2:38])=[O:37])[CH2:7][C@H:8]([NH:11][C:12](=[O:33])[C@H:13]([CH2:29][CH:30]([CH3:32])[CH3:31])[NH:14][C:15](=[O:28])[CH2:16][NH:17][C:18]1[C:27]2[C:22](=[CH:23][CH:24]=[CH:25][CH:26]=2)[CH:21]=[CH:20][CH:19]=1)[CH:9]=[O:10])(C)(C)C.C1(OC)C=CC=CC=1.FC(F)(F)C(O)=O, predict the reaction product. The product is: [C:18]1([NH:17][CH2:16][C:15]([NH:14][C@H:13]([C:12]([NH:11][C@H:8]([CH:9]=[O:10])[CH2:7][C:6](=[N:34][NH:35][C:36]([NH2:38])=[O:37])[OH:5])=[O:33])[CH2:29][CH:30]([CH3:32])[CH3:31])=[O:28])[C:27]2[C:22](=[CH:23][CH:24]=[CH:25][CH:26]=2)[CH:21]=[CH:20][CH:19]=1. (3) Given the reactants [CH3:1][O:2][CH2:3][O:4][CH2:5][C:6]1[CH:7]=[C:8]([C:12]2[CH:17]=[CH:16][C:15]([C:18]([O:20]C)=[O:19])=[CH:14][CH:13]=2)[CH:9]=[CH:10][CH:11]=1.[OH-].[Na+], predict the reaction product. The product is: [CH3:1][O:2][CH2:3][O:4][CH2:5][C:6]1[CH:7]=[C:8]([C:12]2[CH:13]=[CH:14][C:15]([C:18]([OH:20])=[O:19])=[CH:16][CH:17]=2)[CH:9]=[CH:10][CH:11]=1. (4) Given the reactants C(=O)([O-])[O-].[K+].[K+].C([O:10][CH2:11][CH:12]([C:18]1[N:19]=[C:20]([NH:23][C:24](=[O:44])/[C:25](/[C:32]2[CH:37]=[CH:36][C:35]([S:38]([CH:41]3[CH2:43][CH2:42]3)(=[O:40])=[O:39])=[CH:34][CH:33]=2)=[CH:26]/[CH:27]2[CH2:31][CH2:30][CH2:29][CH2:28]2)[S:21][CH:22]=1)[CH2:13][O:14]C(=O)C)(=O)C, predict the reaction product. The product is: [CH:27]1(/[CH:26]=[C:25](\[C:32]2[CH:37]=[CH:36][C:35]([S:38]([CH:41]3[CH2:43][CH2:42]3)(=[O:40])=[O:39])=[CH:34][CH:33]=2)/[C:24]([NH:23][C:20]2[S:21][CH:22]=[C:18]([CH:12]([CH2:11][OH:10])[CH2:13][OH:14])[N:19]=2)=[O:44])[CH2:28][CH2:29][CH2:30][CH2:31]1. (5) Given the reactants C([N:8]1[CH2:14][CH2:13][CH2:12][CH2:11][C@H:10]([NH:15][C:16]([N:18]2[CH2:24][CH2:23][C@@H:22]3[C@H:19]2[C:20](=[O:29])[N:21]3[S:25]([OH:28])(=[O:27])=[O:26])=[O:17])[CH2:9]1)C1C=CC=CC=1.[OH-].[H][H], predict the reaction product. The product is: [NH:8]1[CH2:14][CH2:13][CH2:12][CH2:11][C@H:10]([NH:15][C:16]([N:18]2[CH2:24][CH2:23][C@@H:22]3[C@H:19]2[C:20](=[O:29])[N:21]3[S:25]([OH:28])(=[O:26])=[O:27])=[O:17])[CH2:9]1.